From a dataset of Peptide-MHC class I binding affinity with 185,985 pairs from IEDB/IMGT. Regression. Given a peptide amino acid sequence and an MHC pseudo amino acid sequence, predict their binding affinity value. This is MHC class I binding data. The peptide sequence is MPWLDNIVE. The MHC is HLA-A68:02 with pseudo-sequence HLA-A68:02. The binding affinity (normalized) is 0.0847.